This data is from Full USPTO retrosynthesis dataset with 1.9M reactions from patents (1976-2016). The task is: Predict the reactants needed to synthesize the given product. (1) Given the product [CH3:1][N:2]1[CH2:7][CH2:6][N:5]([CH2:9][CH2:10][CH2:11][N:12]2[C:16](=[O:17])[C:15]3[C:14](=[CH:21][CH:20]=[CH:19][CH:18]=3)[C:13]2=[O:22])[CH2:4][CH2:3]1, predict the reactants needed to synthesize it. The reactants are: [CH3:1][N:2]1[CH2:7][CH2:6][NH:5][CH2:4][CH2:3]1.Br[CH2:9][CH2:10][CH2:11][N:12]1[C:16](=[O:17])[C:15]2=[CH:18][CH:19]=[CH:20][CH:21]=[C:14]2[C:13]1=[O:22].C(=O)([O-])[O-].[K+].[K+]. (2) Given the product [Cl:26][C:21]1[CH:20]=[C:19]([NH:18][C:5]2[C:4]3[C:9](=[C:10]([C:12]([F:13])([F:14])[F:15])[CH:11]=[C:2]([NH:1][CH2:32][C:31]4[S:27][CH:28]=[N:29][CH:30]=4)[CH:3]=3)[N:8]=[CH:7][C:6]=2[C:16]#[N:17])[CH:24]=[CH:23][C:22]=1[F:25], predict the reactants needed to synthesize it. The reactants are: [NH2:1][C:2]1[CH:3]=[C:4]2[C:9](=[C:10]([C:12]([F:15])([F:14])[F:13])[CH:11]=1)[N:8]=[CH:7][C:6]([C:16]#[N:17])=[C:5]2[NH:18][C:19]1[CH:24]=[CH:23][C:22]([F:25])=[C:21]([Cl:26])[CH:20]=1.[S:27]1[C:31]([CH:32]=O)=[CH:30][N:29]=[CH:28]1.[BH3-]C#N.[Na+]. (3) Given the product [C:11]1([C:9]2[S:8][CH:7]=[C:6]([CH:4]=[O:5])[CH:10]=2)[CH:16]=[CH:15][CH:14]=[CH:13][CH:12]=1, predict the reactants needed to synthesize it. The reactants are: CON(C)[C:4]([C:6]1[CH:10]=[C:9]([C:11]2[CH:16]=[CH:15][CH:14]=[CH:13][CH:12]=2)[S:8][CH:7]=1)=[O:5].[H-].[H-].[H-].[H-].[Li+].[Al+3].